From a dataset of Full USPTO retrosynthesis dataset with 1.9M reactions from patents (1976-2016). Predict the reactants needed to synthesize the given product. (1) Given the product [F:38][C:17]1[CH:16]=[C:15]([CH2:39][CH2:40][C:41]([OH:43])=[O:42])[CH:14]=[C:13]([F:12])[C:18]=1[O:19][CH2:20][C:21]1[C:22]([C:34]([F:36])([F:35])[F:37])=[N:23][S:24][C:25]=1[C:26]1[CH:31]=[CH:30][C:29]([CH3:32])=[CH:28][C:27]=1[F:33], predict the reactants needed to synthesize it. The reactants are: FC1C=C(C)C=CC=1B(O)O.[F:12][C:13]1[CH:14]=[C:15]([CH2:39][CH2:40][C:41]([O:43]CC)=[O:42])[CH:16]=[C:17]([F:38])[C:18]=1[O:19][CH2:20][C:21]1[C:22]([C:34]([F:37])([F:36])[F:35])=[N:23][S:24][C:25]=1[C:26]1[CH:31]=[CH:30][C:29]([CH3:32])=[CH:28][C:27]=1[F:33]. (2) Given the product [CH2:24]([N:31]1[CH:35]=[C:34]([C:36]([O:38][CH2:39][CH3:40])=[O:37])[C:33]([O:41][CH2:2][C:3]2[CH:4]=[CH:5][C:6]([O:22][CH3:23])=[C:7]([O:8][CH2:9][C:10]3[N:11]=[C:12]([C:16]4[O:17][CH:18]=[CH:19][CH:20]=4)[O:13][C:14]=3[CH3:15])[CH:21]=2)=[N:32]1)[C:25]1[CH:26]=[CH:27][CH:28]=[CH:29][CH:30]=1, predict the reactants needed to synthesize it. The reactants are: Cl[CH2:2][C:3]1[CH:4]=[CH:5][C:6]([O:22][CH3:23])=[C:7]([CH:21]=1)[O:8][CH2:9][C:10]1[N:11]=[C:12]([C:16]2[O:17][CH:18]=[CH:19][CH:20]=2)[O:13][C:14]=1[CH3:15].[CH2:24]([N:31]1[CH:35]=[C:34]([C:36]([O:38][CH2:39][CH3:40])=[O:37])[C:33]([OH:41])=[N:32]1)[C:25]1[CH:30]=[CH:29][CH:28]=[CH:27][CH:26]=1.C(=O)([O-])[O-].[K+].[K+].CN(C)C=O. (3) Given the product [CH2:1]([O:8][C:9](=[O:26])[NH:10][C@H:11]1[CH2:23][C:22]2[C:21]3[C:16](=[CH:17][CH:18]=[C:19]([C:24]#[N:25])[CH:20]=3)[NH:15][C:14]=2[CH2:13][CH2:12]1)[C:2]1[CH:3]=[CH:4][CH:5]=[CH:6][CH:7]=1, predict the reactants needed to synthesize it. The reactants are: [CH2:1]([O:8][C:9](=[O:26])[NH:10][CH:11]1[CH2:23][C:22]2[C:21]3[C:16](=[CH:17][CH:18]=[C:19]([C:24]#[N:25])[CH:20]=3)[NH:15][C:14]=2[CH2:13][CH2:12]1)[C:2]1[CH:7]=[CH:6][CH:5]=[CH:4][CH:3]=1.CO.